Dataset: Full USPTO retrosynthesis dataset with 1.9M reactions from patents (1976-2016). Task: Predict the reactants needed to synthesize the given product. (1) Given the product [CH2:1]([O:3][C:4]([C:6]1[NH:7][C:8]2[C:13]([CH:14]=1)=[CH:12][C:11]([O:15][CH2:17][C:18](=[O:19])[N:20]([CH3:22])[CH3:21])=[CH:10][CH:9]=2)=[O:5])[CH3:2], predict the reactants needed to synthesize it. The reactants are: [CH2:1]([O:3][C:4]([C:6]1[NH:7][C:8]2[C:13]([CH:14]=1)=[CH:12][C:11]([OH:15])=[CH:10][CH:9]=2)=[O:5])[CH3:2].Cl[CH2:17][C:18]([N:20]([CH3:22])[CH3:21])=[O:19].C(=O)([O-])[O-].[Cs+].[Cs+]. (2) Given the product [CH:11]([C:8]1[N:6]2[CH:7]=[C:2]([CH:21]=[O:22])[CH:3]=[CH:4][C:5]2=[N:10][N:9]=1)([CH3:13])[CH3:12], predict the reactants needed to synthesize it. The reactants are: Br[C:2]1[CH:3]=[CH:4][C:5]2[N:6]([C:8]([CH:11]([CH3:13])[CH3:12])=[N:9][N:10]=2)[CH:7]=1.C([Mg]Cl)(C)C.CN(C)[CH:21]=[O:22]. (3) Given the product [CH:17]([OH:31])=[O:16].[NH2:2][C:3]1[N:8]=[CH:7][N:6]=[C:5]2[N:9]([CH:13]([C:15]3[O:16][C:17](=[O:31])[C:18]4[C:23]([C:24]=3[C:25]3[CH2:26][CH2:27][N:28]([C:35](=[O:36])[CH2:34][N:33]([CH3:38])[CH3:32])[CH2:29][CH:30]=3)=[CH:22][CH:21]=[CH:20][CH:19]=4)[CH3:14])[N:10]=[C:11]([I:12])[C:4]=12, predict the reactants needed to synthesize it. The reactants are: Cl.[NH2:2][C:3]1[N:8]=[CH:7][N:6]=[C:5]2[N:9]([CH:13]([C:15]3[O:16][C:17](=[O:31])[C:18]4[C:23]([C:24]=3[C:25]3[CH2:26][CH2:27][NH:28][CH2:29][CH:30]=3)=[CH:22][CH:21]=[CH:20][CH:19]=4)[CH3:14])[N:10]=[C:11]([I:12])[C:4]=12.[CH3:32][N:33]([CH3:38])[CH2:34][C:35](O)=[O:36]. (4) Given the product [CH2:18]([N:17]([CH2:16][C:13]1[CH:14]=[CH:15][C:10]([NH:9][C:7](=[O:8])[C:6]2[CH:5]=[CH:4][C:3]([CH2:2][NH:1][CH2:38][C:34]3[N:35]([CH3:26])[CH:36]=[CH:37][N:33]=3)=[CH:25][CH:24]=2)=[CH:11][CH:12]=1)[CH2:21][CH2:22][CH3:23])[CH2:19][CH3:20], predict the reactants needed to synthesize it. The reactants are: [NH2:1][CH2:2][C:3]1[CH:25]=[CH:24][C:6]([C:7]([NH:9][C:10]2[CH:15]=[CH:14][C:13]([CH2:16][N:17]([CH2:21][CH2:22][CH3:23])[CH2:18][CH2:19][CH3:20])=[CH:12][CH:11]=2)=[O:8])=[CH:5][CH:4]=1.[CH:26](OC)(OC)OC.[NH:33]1[CH:37]=[CH:36][N:35]=[C:34]1[CH:38]=O.[BH4-].[Na+].